From a dataset of Reaction yield outcomes from USPTO patents with 853,638 reactions. Predict the reaction yield, written as a fraction of the theoretical maximum amount of product (1.0 means a 100% yield; for example, 0.34 means a 34% yield). The product is [C:1]([O:5][C:6]([NH:8][C@@:9]12[CH2:15][CH2:14][C@@:13]1([F:16])[CH2:12][N:11]([C@@H:18]([C:20]1[CH:21]=[CH:22][CH:23]=[CH:24][CH:25]=1)[CH3:19])[CH2:10]2)=[O:7])([CH3:2])([CH3:3])[CH3:4]. The catalyst is O1CCCC1. The yield is 0.680. The reactants are [C:1]([O:5][C:6]([NH:8][C@@:9]12[CH2:15][CH2:14][C@:13]1([F:16])[C:12](=O)[N:11]([C@@H:18]([C:20]1[CH:25]=[CH:24][CH:23]=[CH:22][CH:21]=1)[CH3:19])[CH2:10]2)=[O:7])([CH3:4])([CH3:3])[CH3:2].C(O)C.O.C(N(CC)CC)C.